Dataset: Forward reaction prediction with 1.9M reactions from USPTO patents (1976-2016). Task: Predict the product of the given reaction. (1) Given the reactants [NH2:1][C:2]1[CH:7]=[CH:6][C:5]([C:8]#[N:9])=[CH:4][N:3]=1.[CH2:10]([O:12][C:13](=[O:18])[C:14](=O)[CH2:15]Br)[CH3:11].C(=O)([O-])O.[Na+], predict the reaction product. The product is: [CH2:10]([O:12][C:13]([C:14]1[N:1]=[C:2]2[CH:7]=[CH:6][C:5]([C:8]#[N:9])=[CH:4][N:3]2[CH:15]=1)=[O:18])[CH3:11]. (2) The product is: [F:36][C:35]([F:38])([F:37])[S:32]([O:16][C:13]1[CH:14]=[CH:15][C:10]([C:2]2[O:1][C:5]3[CH:6]=[CH:7][CH:8]=[CH:9][C:4]=3[N:3]=2)=[CH:11][C:12]=1[O:17][CH3:18])(=[O:34])=[O:33]. Given the reactants [O:1]1[C:5]2[CH:6]=[CH:7][CH:8]=[CH:9][C:4]=2[N:3]=[C:2]1[C:10]1[CH:15]=[CH:14][C:13]([OH:16])=[C:12]([O:17][CH3:18])[CH:11]=1.C([O-])([O-])=O.[Cs+].[Cs+].C1C=CC(N([S:32]([C:35]([F:38])([F:37])[F:36])(=[O:34])=[O:33])[S:32]([C:35]([F:38])([F:37])[F:36])(=[O:34])=[O:33])=CC=1, predict the reaction product. (3) Given the reactants [S:1]1[C:5]([C:6]2[CH:11]=[CH:10][N:9]=[C:8]([NH:12][CH:13]3[CH2:18][CH2:17][N:16](CC4C=CC=CC=4)[CH2:15][CH2:14]3)[N:7]=2)=[CH:4][C:3]2[CH:26]=[CH:27][CH:28]=[CH:29][C:2]1=2, predict the reaction product. The product is: [S:1]1[C:5]([C:6]2[CH:11]=[CH:10][N:9]=[C:8]([NH:12][CH:13]3[CH2:14][CH2:15][NH:16][CH2:17][CH2:18]3)[N:7]=2)=[CH:4][C:3]2[CH:26]=[CH:27][CH:28]=[CH:29][C:2]1=2. (4) Given the reactants Cl[C:2]1[CH:7]=[C:6](Cl)[CH:5]=[CH:4][C:3]=1[N+:9]([O-:11])=[O:10].[CH3:12][NH2:13].[CH3:14][O-:15].[Na+].O, predict the reaction product. The product is: [CH3:14][O:15][C:6]1[CH:5]=[CH:4][C:3]([N+:9]([O-:11])=[O:10])=[C:2]([NH:13][CH3:12])[CH:7]=1. (5) Given the reactants Br[C:2]1[CH:3]=[N:4][C:5]([Cl:8])=[N:6][CH:7]=1.[Li]CCCC.[F:14][C:15]([F:20])([F:19])[C:16](=[O:18])[CH3:17], predict the reaction product. The product is: [Cl:8][C:5]1[N:4]=[CH:3][C:2]([C:16]([OH:18])([CH3:17])[C:15]([F:20])([F:19])[F:14])=[CH:7][N:6]=1. (6) Given the reactants [CH3:1][NH:2][C:3]1[C:4]([NH2:12])=[CH:5][C:6]([N+:9]([O-:11])=[O:10])=[CH:7][CH:8]=1.C(N(CC)CC)C.[C:20](Cl)(Cl)=[S:21], predict the reaction product. The product is: [CH3:1][N:2]1[C:3]2[CH:8]=[CH:7][C:6]([N+:9]([O-:11])=[O:10])=[CH:5][C:4]=2[NH:12][C:20]1=[S:21]. (7) Given the reactants Cl[C:2]([O:4][C:5]1[CH:10]=[CH:9][C:8]([O:11][C:12]2[CH:17]=[CH:16][C:15]([C:18]([F:21])([F:20])[F:19])=[CH:14][N:13]=2)=[CH:7][CH:6]=1)=[O:3].Cl.[CH2:23]([N:25]([CH2:33][CH:34]1[CH2:39][CH2:38][NH:37][CH2:36][CH2:35]1)[CH2:26][C:27]1[CH:32]=[CH:31][N:30]=[CH:29][CH:28]=1)[CH3:24].C(NC(C)C)(C)C, predict the reaction product. The product is: [F:19][C:18]([F:21])([F:20])[C:15]1[CH:16]=[CH:17][C:12]([O:11][C:8]2[CH:9]=[CH:10][C:5]([O:4][C:2]([N:37]3[CH2:36][CH2:35][CH:34]([CH2:33][N:25]([CH2:23][CH3:24])[CH2:26][C:27]4[CH:32]=[CH:31][N:30]=[CH:29][CH:28]=4)[CH2:39][CH2:38]3)=[O:3])=[CH:6][CH:7]=2)=[N:13][CH:14]=1.